This data is from NCI-60 drug combinations with 297,098 pairs across 59 cell lines. The task is: Regression. Given two drug SMILES strings and cell line genomic features, predict the synergy score measuring deviation from expected non-interaction effect. (1) Drug 1: C1=C(C(=O)NC(=O)N1)N(CCCl)CCCl. Drug 2: C1CN(CCN1C(=O)CCBr)C(=O)CCBr. Cell line: SF-539. Synergy scores: CSS=50.6, Synergy_ZIP=0.958, Synergy_Bliss=3.07, Synergy_Loewe=-1.32, Synergy_HSA=3.16. (2) Drug 1: CC(CN1CC(=O)NC(=O)C1)N2CC(=O)NC(=O)C2. Drug 2: CN(CC1=CN=C2C(=N1)C(=NC(=N2)N)N)C3=CC=C(C=C3)C(=O)NC(CCC(=O)O)C(=O)O. Cell line: IGROV1. Synergy scores: CSS=36.6, Synergy_ZIP=-12.5, Synergy_Bliss=-3.22, Synergy_Loewe=-6.14, Synergy_HSA=1.08. (3) Drug 1: COC1=CC(=CC(=C1O)OC)C2C3C(COC3=O)C(C4=CC5=C(C=C24)OCO5)OC6C(C(C7C(O6)COC(O7)C8=CC=CS8)O)O. Synergy scores: CSS=11.1, Synergy_ZIP=-0.0183, Synergy_Bliss=0.188, Synergy_Loewe=-16.3, Synergy_HSA=-0.195. Cell line: UACC-257. Drug 2: C1=CC(=CC=C1C#N)C(C2=CC=C(C=C2)C#N)N3C=NC=N3. (4) Cell line: PC-3. Drug 1: CC1C(C(CC(O1)OC2CC(CC3=C2C(=C4C(=C3O)C(=O)C5=CC=CC=C5C4=O)O)(C(=O)C)O)N)O. Drug 2: CC1C(C(CC(O1)OC2CC(CC3=C2C(=C4C(=C3O)C(=O)C5=C(C4=O)C(=CC=C5)OC)O)(C(=O)CO)O)N)O.Cl. Synergy scores: CSS=46.3, Synergy_ZIP=-8.88, Synergy_Bliss=-8.36, Synergy_Loewe=-4.49, Synergy_HSA=-3.56.